This data is from Reaction yield outcomes from USPTO patents with 853,638 reactions. The task is: Predict the reaction yield, written as a fraction of the theoretical maximum amount of product (1.0 means a 100% yield; for example, 0.34 means a 34% yield). The reactants are [C:1]([O:5][C:6](=[O:9])[CH2:7][NH2:8])([CH3:4])([CH3:3])[CH3:2].[CH3:10][C:11]1([CH2:17][CH:18]=O)[CH2:16][CH2:15][CH2:14][CH2:13][CH2:12]1. The catalyst is C(Cl)Cl. The product is [C:1]([O:5][C:6](=[O:9])[CH2:7]/[N:8]=[CH:18]/[CH2:17][C:11]1([CH3:10])[CH2:16][CH2:15][CH2:14][CH2:13][CH2:12]1)([CH3:4])([CH3:3])[CH3:2]. The yield is 0.950.